Dataset: Forward reaction prediction with 1.9M reactions from USPTO patents (1976-2016). Task: Predict the product of the given reaction. (1) Given the reactants I[CH2:2][CH2:3][O:4][CH2:5][CH2:6][O:7][CH2:8][CH2:9][O:10][CH2:11][CH2:12][P:13](=[O:20])([O:17][CH2:18][CH3:19])[O:14][CH2:15][CH3:16].[N-:21]=[N+:22]=[N-:23].[Na+], predict the reaction product. The product is: [N:21]([CH2:2][CH2:3][O:4][CH2:5][CH2:6][O:7][CH2:8][CH2:9][O:10][CH2:11][CH2:12][P:13](=[O:20])([O:17][CH2:18][CH3:19])[O:14][CH2:15][CH3:16])=[N+:22]=[N-:23]. (2) Given the reactants [CH3:1][O:2][C:3]1[CH:4]=[C:5]([C:15]2[CH:20]=[C:19]([CH2:21][N:22]3[CH2:27][CH2:26][C:25](=O)[CH2:24][CH2:23]3)[CH:18]=[CH:17][N:16]=2)[CH:6]=[C:7]([O:13][CH3:14])[C:8]=1[O:9][CH:10]([CH3:12])[CH3:11].[CH3:29][O:30][C:31]1[CH:36]=[CH:35][C:34]([NH2:37])=[CH:33][CH:32]=1, predict the reaction product. The product is: [CH3:29][O:30][C:31]1[CH:36]=[CH:35][C:34]([NH:37][CH:25]2[CH2:26][CH2:27][N:22]([CH2:21][C:19]3[CH:18]=[CH:17][N:16]=[C:15]([C:5]4[CH:6]=[C:7]([O:13][CH3:14])[C:8]([O:9][CH:10]([CH3:11])[CH3:12])=[C:3]([O:2][CH3:1])[CH:4]=4)[CH:20]=3)[CH2:23][CH2:24]2)=[CH:33][CH:32]=1. (3) Given the reactants [Cl:1][C:2]1[N:7]=[C:6]([C:8]#[C:9][C:10]2[CH:15]=[CH:14][CH:13]=[CH:12][C:11]=2[CH2:16][C:17]([NH2:19])=[O:18])[C:5]([CH3:20])=[CH:4][N:3]=1, predict the reaction product. The product is: [Cl:1][C:2]1[N:7]=[C:6]([CH2:8][CH2:9][C:10]2[CH:15]=[CH:14][CH:13]=[CH:12][C:11]=2[CH2:16][C:17]([NH2:19])=[O:18])[C:5]([CH3:20])=[CH:4][N:3]=1. (4) Given the reactants [Li+].[BH4-].CON(C)[C:6](=[O:41])[CH:7]([NH:33][C:34]([O:36][C:37]([CH3:40])([CH3:39])[CH3:38])=[O:35])[CH2:8][CH2:9][CH2:10][C:11]1[CH:16]=[CH:15][C:14]([O:17][C:18]2[CH:23]=[CH:22][CH:21]=[C:20]([O:24][CH2:25][C:26]3[CH:31]=[CH:30][CH:29]=[CH:28][CH:27]=3)[CH:19]=2)=[CH:13][C:12]=1[Cl:32].O.[CH2:44]1COCC1, predict the reaction product. The product is: [CH2:25]([O:24][C:20]1[CH:19]=[C:18]([CH:23]=[CH:22][CH:21]=1)[O:17][C:14]1[CH:15]=[CH:16][C:11]([CH2:10][CH2:9][CH2:8][CH:7]([NH:33][C:34]([O:36][C:37]([CH3:38])([CH3:39])[CH3:40])=[O:35])[CH:6]([OH:41])[CH3:44])=[C:12]([Cl:32])[CH:13]=1)[C:26]1[CH:31]=[CH:30][CH:29]=[CH:28][CH:27]=1. (5) The product is: [Cl:26][C:27]1[CH:32]=[C:31]([O:19][C:17]2[CH:16]=[CH:15][C:13]3[N:14]=[C:10]([NH:9][C@H:7]([CH:1]4[CH2:6][CH2:5][CH2:4][CH2:3][CH2:2]4)[CH3:8])[S:11][C:12]=3[CH:18]=2)[CH:30]=[CH:29][N:28]=1. Given the reactants [CH:1]1([C@@H:7]([NH:9][C:10]2[S:11][C:12]3[CH:18]=[C:17]([OH:19])[CH:16]=[CH:15][C:13]=3[N:14]=2)[CH3:8])[CH2:6][CH2:5][CH2:4][CH2:3][CH2:2]1.C(=O)([O-])[O-].[Cs+].[Cs+].[Cl:26][C:27]1[CH:32]=[C:31](F)[CH:30]=[CH:29][N:28]=1, predict the reaction product. (6) Given the reactants [C:1]([C:3]1[C:8]([OH:9])=[C:7]([O:10]C)[CH:6]=[C:5]([C:12]#[N:13])[C:4]=1[S:14][C:15]1[CH:23]=[CH:22][C:18]([C:19]([OH:21])=[O:20])=[CH:17][CH:16]=1)#[N:2].B(Br)(Br)Br.CO, predict the reaction product. The product is: [C:1]([C:3]1[C:8]([OH:9])=[C:7]([OH:10])[CH:6]=[C:5]([C:12]#[N:13])[C:4]=1[S:14][C:15]1[CH:23]=[CH:22][C:18]([C:19]([OH:21])=[O:20])=[CH:17][CH:16]=1)#[N:2]. (7) Given the reactants Br[C:2]1[CH:23]=[CH:22][C:5]([C:6]([NH:8][S:9]([C:12]2[CH:17]=[CH:16][CH:15]=[CH:14][C:13]=2[S:18](=[O:21])(=[O:20])[NH2:19])(=[O:11])=[O:10])=[O:7])=[CH:4][C:3]=1[O:24][CH2:25][CH2:26][O:27][CH2:28][C:29]([F:32])([F:31])[F:30].[CH:33]1([C:38]#[CH:39])[CH2:37][CH2:36][CH2:35][CH2:34]1, predict the reaction product. The product is: [CH:33]1([C:38]#[C:39][C:2]2[CH:23]=[CH:22][C:5]([C:6]([NH:8][S:9]([C:12]3[CH:17]=[CH:16][CH:15]=[CH:14][C:13]=3[S:18](=[O:21])(=[O:20])[NH2:19])(=[O:11])=[O:10])=[O:7])=[CH:4][C:3]=2[O:24][CH2:25][CH2:26][O:27][CH2:28][C:29]([F:32])([F:31])[F:30])[CH2:37][CH2:36][CH2:35][CH2:34]1. (8) Given the reactants [CH:1]1[C:10]2[C:5](=[CH:6][C:7]([C:11]([OH:13])=O)=[CH:8][CH:9]=2)[CH:4]=[CH:3][N:2]=1.C1N=CN(C(N2C=NC=C2)=O)C=1.[NH2:26][NH2:27], predict the reaction product. The product is: [CH:1]1[C:10]2[C:5](=[CH:6][C:7]([C:11]([NH:26][NH2:27])=[O:13])=[CH:8][CH:9]=2)[CH:4]=[CH:3][N:2]=1.